This data is from Forward reaction prediction with 1.9M reactions from USPTO patents (1976-2016). The task is: Predict the product of the given reaction. Given the reactants Br[CH2:2][CH2:3][O:4][C:5]1[CH:6]=[C:7]([CH:24]=[CH:25][C:26]=1[CH2:27][S:28]([CH3:31])(=[O:30])=[O:29])[C:8]([NH:10][C:11]1[CH:16]=[CH:15][C:14]([Cl:17])=[C:13]([C:18]2[CH:23]=[CH:22][CH:21]=[CH:20][N:19]=2)[CH:12]=1)=[O:9].C(=O)([O-])[O-].[K+].[K+].[NH:38]1[CH2:42][CH2:41][CH2:40][CH2:39]1, predict the reaction product. The product is: [Cl:17][C:14]1[CH:15]=[CH:16][C:11]([NH:10][C:8](=[O:9])[C:7]2[CH:24]=[CH:25][C:26]([CH2:27][S:28]([CH3:31])(=[O:30])=[O:29])=[C:5]([O:4][CH2:3][CH2:2][N:38]3[CH2:42][CH2:41][CH2:40][CH2:39]3)[CH:6]=2)=[CH:12][C:13]=1[C:18]1[CH:23]=[CH:22][CH:21]=[CH:20][N:19]=1.